The task is: Predict which catalyst facilitates the given reaction.. This data is from Catalyst prediction with 721,799 reactions and 888 catalyst types from USPTO. (1) Reactant: [Cl:1][C:2]1[CH:10]=[CH:9][C:5]([C:6](O)=[O:7])=[C:4]([CH3:11])[CH:3]=1.[H-].[H-].[H-].[H-].[Li+].[Al+3]. Product: [Cl:1][C:2]1[CH:10]=[CH:9][C:5]([CH2:6][OH:7])=[C:4]([CH3:11])[CH:3]=1. The catalyst class is: 1. (2) Reactant: [F:1][C:2]1[CH:7]=[CH:6][C:5]([C:8]2[CH:31]=[CH:30][C:11]3[N:12]([C:15]4[CH:16]=[C:17]([NH:21][C:22]([NH:24][CH2:25][C:26]([F:29])([F:28])[F:27])=[O:23])[CH:18]=[CH:19][CH:20]=4)[CH:13]=[N:14][C:10]=3[CH:9]=2)=[CH:4][CH:3]=1.CCOC(C)=O.[ClH:38]. Product: [ClH:38].[F:1][C:2]1[CH:3]=[CH:4][C:5]([C:8]2[CH:31]=[CH:30][C:11]3[N:12]([C:15]4[CH:16]=[C:17]([NH:21][C:22]([NH:24][CH2:25][C:26]([F:27])([F:29])[F:28])=[O:23])[CH:18]=[CH:19][CH:20]=4)[CH:13]=[N:14][C:10]=3[CH:9]=2)=[CH:6][CH:7]=1. The catalyst class is: 5. (3) Reactant: [NH2:1][S:2]([C:5]1[CH:10]=[C:9]([O:11][CH2:12][C:13]2[CH:18]=[CH:17][CH:16]=[CH:15][CH:14]=2)[CH:8]=[CH:7][C:6]=1[NH:19][C:20]([C:22]1[C:31](=[O:32])[C:30]([CH2:36][CH2:37][CH3:38])([CH2:33][CH2:34][CH3:35])[C:29]2[C:24](=[CH:25][CH:26]=[CH:27][CH:28]=2)[C:23]=1[OH:39])=O)(=[O:4])=[O:3].N12CCCN=C1CCCCC2. Product: [CH2:12]([O:11][C:9]1[CH:8]=[CH:7][C:6]2[NH:19][C:20]([C:22]3[C:31](=[O:32])[C:30]([CH2:33][CH2:34][CH3:35])([CH2:36][CH2:37][CH3:38])[C:29]4[C:24]([C:23]=3[OH:39])=[CH:25][CH:26]=[CH:27][CH:28]=4)=[N:1][S:2](=[O:4])(=[O:3])[C:5]=2[CH:10]=1)[C:13]1[CH:18]=[CH:17][CH:16]=[CH:15][CH:14]=1. The catalyst class is: 17. (4) Reactant: [CH3:1][C:2]1[N:3]=[C:4]([C:19]2[CH:24]=[CH:23][C:22]([C:25]([F:28])([F:27])[F:26])=[CH:21][CH:20]=2)[S:5][C:6]=1[CH:7]([O:9][C:10]1[CH:18]=[C:17]2[C:13]([CH:14]=[CH:15][NH:16]2)=[CH:12][CH:11]=1)[CH3:8].[C:29]([O:33][C:34](=[O:37])[CH2:35]Br)([CH3:32])([CH3:31])[CH3:30].[H-].[Na+]. Product: [C:29]([O:33][C:34](=[O:37])[CH2:35][N:16]1[C:17]2[C:13](=[CH:12][CH:11]=[C:10]([O:9][CH:7]([C:6]3[S:5][C:4]([C:19]4[CH:24]=[CH:23][C:22]([C:25]([F:28])([F:27])[F:26])=[CH:21][CH:20]=4)=[N:3][C:2]=3[CH3:1])[CH3:8])[CH:18]=2)[CH:14]=[CH:15]1)([CH3:32])([CH3:31])[CH3:30]. The catalyst class is: 3. (5) Reactant: [CH3:1][N:2]([C:4](=[O:31])[C:5]([N:7]([CH3:30])[C@@H:8]1[CH2:14][CH2:13][CH2:12][C@@H:11]([CH3:15])[N:10]2[C:16](=[O:29])[C:17]([O:24]S(C)(=O)=O)=[C:18]([C:20](OC)=[O:21])[N:19]=[C:9]12)=[O:6])[CH3:3].[CH3:32][C:33]1[CH:40]=[CH:39][C:36]([CH2:37][NH2:38])=[CH:35][C:34]=1[F:41]. Product: [F:41][C:34]1[CH:35]=[C:36]([CH:39]=[CH:40][C:33]=1[CH3:32])[CH2:37][NH:38][C:20]([C:18]1[N:19]=[C:9]2[C@H:8]([N:7]([CH3:30])[C:5](=[O:6])[C:4]([N:2]([CH3:3])[CH3:1])=[O:31])[CH2:14][CH2:13][CH2:12][C@@H:11]([CH3:15])[N:10]2[C:16](=[O:29])[C:17]=1[OH:24])=[O:21]. The catalyst class is: 16.